This data is from Forward reaction prediction with 1.9M reactions from USPTO patents (1976-2016). The task is: Predict the product of the given reaction. (1) Given the reactants [NH2:1][CH2:2][CH2:3][CH:4]([N:6]1[CH2:11][CH2:10][CH:9]([NH:12][CH2:13][C:14]2[N:15]=[CH:16][S:17][CH:18]=2)[CH2:8][CH2:7]1)[CH3:5].CCN=C=NCCCN(C)C.C1C=CC2N(O)N=NC=2C=1.[Cl:40][C:41]1[CH:49]=[C:48]([CH3:50])[C:44]([C:45](O)=[O:46])=[C:43]([CH3:51])[N:42]=1.CCN(C(C)C)C(C)C, predict the reaction product. The product is: [Cl:40][C:41]1[CH:49]=[C:48]([CH3:50])[C:44]([C:45]([NH:1][CH2:2][CH2:3][CH:4]([N:6]2[CH2:11][CH2:10][CH:9]([NH:12][CH2:13][C:14]3[N:15]=[CH:16][S:17][CH:18]=3)[CH2:8][CH2:7]2)[CH3:5])=[O:46])=[C:43]([CH3:51])[N:42]=1. (2) Given the reactants [OH:1][C:2]1[CH:3]=[CH:4][C:5]([NH:12][S:13]([C:16]2[CH:21]=[CH:20][C:19]([CH3:22])=[CH:18][CH:17]=2)(=[O:15])=[O:14])=[C:6]([CH:11]=1)[C:7]([O:9][CH3:10])=[O:8].[CH2:23]([C:30]1[CH:35]=[C:34](F)[CH:33]=[CH:32][C:31]=1[N+:37]([O-:39])=[O:38])[C:24]1[CH:29]=[CH:28][CH:27]=[CH:26][CH:25]=1.C(=O)([O-])[O-].[K+].[K+], predict the reaction product. The product is: [CH3:10][O:9][C:7](=[O:8])[C:6]1[CH:11]=[C:2]([O:1][C:34]2[CH:33]=[CH:32][C:31]([N+:37]([O-:39])=[O:38])=[C:30]([CH2:23][C:24]3[CH:29]=[CH:28][CH:27]=[CH:26][CH:25]=3)[CH:35]=2)[CH:3]=[CH:4][C:5]=1[NH:12][S:13]([C:16]1[CH:21]=[CH:20][C:19]([CH3:22])=[CH:18][CH:17]=1)(=[O:15])=[O:14]. (3) Given the reactants [C:1]([C:3]1[CH:11]=[CH:10][C:6]([C:7](Cl)=[O:8])=[CH:5][CH:4]=1)#[N:2].Cl.[N:13]1([CH2:19][CH:20]([N:24]2[CH:28]=[C:27]([C:29]3[C:30]4[CH:37]=[CH:36][N:35](COCC[Si](C)(C)C)[C:31]=4[N:32]=[CH:33][N:34]=3)[CH:26]=[N:25]2)[CH2:21][C:22]#[N:23])[CH2:18][CH2:17][NH:16][CH2:15][CH2:14]1.C(N(CC)CC)C.FC(F)(F)C(O)=O.C(N)CN, predict the reaction product. The product is: [C:22]([CH2:21][CH:20]([N:24]1[CH:28]=[C:27]([C:29]2[C:30]3[CH:37]=[CH:36][NH:35][C:31]=3[N:32]=[CH:33][N:34]=2)[CH:26]=[N:25]1)[CH2:19][N:13]1[CH2:14][CH2:15][N:16]([C:7]([C:6]2[CH:10]=[CH:11][C:3]([C:1]#[N:2])=[CH:4][CH:5]=2)=[O:8])[CH2:17][CH2:18]1)#[N:23]. (4) Given the reactants [CH3:1][O:2][N:3]=[CH:4][C:5]1[CH:9]=[CH:8][S:7][C:6]=1[CH2:10][OH:11].CC(OI1(OC(C)=O)(OC(C)=O)OC(=O)C2C=CC=CC1=2)=O.C(=O)(O)[O-].[Na+].S([O-])([O-])(=O)=S.[Na+].[Na+], predict the reaction product. The product is: [CH3:1][O:2][N:3]=[CH:4][C:5]1[CH:9]=[CH:8][S:7][C:6]=1[CH:10]=[O:11]. (5) Given the reactants [Cl:1][C:2]1[C:10]([C:11]#[N:12])=[CH:9][CH:8]=[C:7]2[C:3]=1[CH:4]=[C:5]([C:13]([F:16])([F:15])[F:14])[NH:6]2.[F:17][C:18]([F:37])([F:36])[C:19]1[CH:20]=[C:21]([C:29]2[O:33][N:32]=[C:31]([CH2:34]Cl)[N:30]=2)[CH:22]=[C:23]([C:25]([F:28])([F:27])[F:26])[CH:24]=1, predict the reaction product. The product is: [F:37][C:18]([F:17])([F:36])[C:19]1[CH:20]=[C:21]([C:29]2[O:33][N:32]=[C:31]([CH2:34][N:6]3[C:7]4[C:3](=[C:2]([Cl:1])[C:10]([C:11]#[N:12])=[CH:9][CH:8]=4)[CH:4]=[C:5]3[C:13]([F:14])([F:15])[F:16])[N:30]=2)[CH:22]=[C:23]([C:25]([F:27])([F:26])[F:28])[CH:24]=1.